This data is from Full USPTO retrosynthesis dataset with 1.9M reactions from patents (1976-2016). The task is: Predict the reactants needed to synthesize the given product. The reactants are: Cl[C:2]1[N:6]2[N:7]=[C:8]([C:11]3[CH:16]=[CH:15][C:14]([F:17])=[CH:13][CH:12]=3)[CH:9]=[CH:10][C:5]2=[N:4][N:3]=1.[CH3:18][C@H:19]1[O:24][C@@H:23]([CH3:25])[CH2:22][N:21]([CH2:26][CH2:27][NH:28][C:29]([NH:31][C:32]2[S:33][C:34]3[CH:40]=[C:39]([SH:41])[CH:38]=[CH:37][C:35]=3[N:36]=2)=[O:30])[CH2:20]1.[BH4-].[Na+]. Given the product [CH3:25][C@H:23]1[O:24][C@@H:19]([CH3:18])[CH2:20][N:21]([CH2:26][CH2:27][NH:28][C:29]([NH:31][C:32]2[S:33][C:34]3[CH:40]=[C:39]([S:41][C:2]4[N:6]5[N:7]=[C:8]([C:11]6[CH:16]=[CH:15][C:14]([F:17])=[CH:13][CH:12]=6)[CH:9]=[CH:10][C:5]5=[N:4][N:3]=4)[CH:38]=[CH:37][C:35]=3[N:36]=2)=[O:30])[CH2:22]1, predict the reactants needed to synthesize it.